From a dataset of Full USPTO retrosynthesis dataset with 1.9M reactions from patents (1976-2016). Predict the reactants needed to synthesize the given product. Given the product [C:1]([O:5][C:6]([NH:8][CH2:9][CH2:10][O:11][C:12]1[CH:37]=[C:36]([S:38]([CH3:39])=[O:42])[CH:35]=[CH:34][C:13]=1[C:14]([NH:16][C:17]1[CH:32]=[CH:31][C:30]([Cl:33])=[CH:29][C:18]=1[C:19]([NH:21][C:22]1[CH:27]=[CH:26][C:25]([Cl:28])=[CH:24][N:23]=1)=[O:20])=[O:15])=[O:7])([CH3:4])([CH3:3])[CH3:2], predict the reactants needed to synthesize it. The reactants are: [C:1]([O:5][C:6]([NH:8][CH2:9][CH2:10][O:11][C:12]1[CH:37]=[C:36]([S:38][CH3:39])[CH:35]=[CH:34][C:13]=1[C:14]([NH:16][C:17]1[CH:32]=[CH:31][C:30]([Cl:33])=[CH:29][C:18]=1[C:19]([NH:21][C:22]1[CH:27]=[CH:26][C:25]([Cl:28])=[CH:24][N:23]=1)=[O:20])=[O:15])=[O:7])([CH3:4])([CH3:3])[CH3:2].C12(CS(O)(=O)=O)C(C)(C)C(CC1)CC2=[O:42].C(OO)(C)(C)C.